Task: Predict the product of the given reaction.. Dataset: Forward reaction prediction with 1.9M reactions from USPTO patents (1976-2016) (1) The product is: [CH2:50]([O:56][C:57]([NH:59][C@@H:60]([C:64]([CH3:67])([CH3:66])[CH3:65])[C:61]([N:30]1[CH2:31][C@:27]([O:26][CH3:25])([C:36]2[CH:45]=[CH:44][C:43]3[C:38](=[CH:39][C:40]([CH:48]=[CH2:49])=[C:41]([O:46][CH3:47])[CH:42]=3)[CH:37]=2)[CH2:28][C@H:29]1[C:32]([O:34][CH3:35])=[O:33])=[O:62])=[O:58])[CH2:51][CH2:52][CH2:53][CH:54]=[CH2:55]. Given the reactants CN(C(ON1N=NC2C=CC=NC1=2)=[N+](C)C)C.F[P-](F)(F)(F)(F)F.[CH3:25][O:26][C@:27]1([C:36]2[CH:45]=[CH:44][C:43]3[C:38](=[CH:39][C:40]([CH:48]=[CH2:49])=[C:41]([O:46][CH3:47])[CH:42]=3)[CH:37]=2)[CH2:31][NH:30][C@H:29]([C:32]([O:34][CH3:35])=[O:33])[CH2:28]1.[CH2:50]([O:56][C:57]([NH:59][C@@H:60]([C:64]([CH3:67])([CH3:66])[CH3:65])[C:61](O)=[O:62])=[O:58])[CH2:51][CH2:52][CH2:53][CH:54]=[CH2:55].CCN(C(C)C)C(C)C, predict the reaction product. (2) The product is: [CH3:21][O:20][C:18](=[O:19])[CH:17]([O:15][C:12]1[CH:11]=[CH:10][C:9]([O:8][CH2:1][C:2]2[CH:3]=[CH:4][CH:5]=[CH:6][CH:7]=2)=[CH:14][CH:13]=1)[CH3:22]. Given the reactants [CH2:1]([O:8][C:9]1[CH:14]=[CH:13][C:12]([OH:15])=[CH:11][CH:10]=1)[C:2]1[CH:7]=[CH:6][CH:5]=[CH:4][CH:3]=1.Br[CH:17]([CH3:22])[C:18]([O:20][CH3:21])=[O:19].C(=O)([O-])[O-].[Cs+].[Cs+], predict the reaction product. (3) Given the reactants C(OC(=O)[NH:7][C@H:8]1[CH2:13][CH2:12][C@H:11]([CH2:14][CH2:15][N:16]2[C:21]3[CH:22]=[C:23]([O:26][CH3:27])[CH:24]=[CH:25][C:20]=3[O:19][CH2:18][C:17]2=[O:28])[CH2:10][CH2:9]1)(C)(C)C.NC1CCN(CCN2C3C(=CC=C(C#N)C=3)C=CC2=O)CC1, predict the reaction product. The product is: [NH2:7][C@H:8]1[CH2:13][CH2:12][C@H:11]([CH2:14][CH2:15][N:16]2[C:21]3[CH:22]=[C:23]([O:26][CH3:27])[CH:24]=[CH:25][C:20]=3[O:19][CH2:18][C:17]2=[O:28])[CH2:10][CH2:9]1. (4) Given the reactants [CH:1]1([C:4]2[CH:5]=[C:6]([C:16]3[O:20][CH:19]=[N:18][CH:17]=3)[C:7]3[N:8]([C:10]([C:13](O)=[O:14])=[CH:11][N:12]=3)[CH:9]=2)[CH2:3][CH2:2]1.CN(C(ON1N=NC2C=CC=NC1=2)=[N+](C)C)C.F[P-](F)(F)(F)(F)F.Cl.[CH:46]12[NH:53][CH:50]([CH2:51][CH2:52]1)[CH2:49][O:48][CH2:47]2.C(=O)(O)[O-].[Na+], predict the reaction product. The product is: [CH:1]1([C:4]2[CH:5]=[C:6]([C:16]3[O:20][CH:19]=[N:18][CH:17]=3)[C:7]3[N:8]([C:10]([C:13]([N:53]4[CH:46]5[CH2:52][CH2:51][CH:50]4[CH2:49][O:48][CH2:47]5)=[O:14])=[CH:11][N:12]=3)[CH:9]=2)[CH2:3][CH2:2]1. (5) The product is: [CH:1]1([N:4]2[C:5]3[C:10]([F:11])=[CH:9][CH:8]=[CH:7][C:6]=3[N:12]=[C:13]2[C@@H:14]([NH2:16])[CH3:15])[CH2:3][CH2:2]1. Given the reactants [CH:1]1([NH:4][C:5]2[C:10]([F:11])=[CH:9][CH:8]=[CH:7][C:6]=2[NH:12][C:13](=O)[C@@H:14]([NH:16]C(=O)OC(C)(C)C)[CH3:15])[CH2:3][CH2:2]1, predict the reaction product. (6) Given the reactants [O:1]=[S:2]1(=[O:43])[CH2:7][CH2:6][CH2:5][CH2:4][N:3]1[C:8]1[N:17]=[C:16]([C:18]([NH:20][CH2:21][C:22]2[CH:27]=[CH:26][CH:25]=[CH:24][C:23]=2[S:28]([CH3:31])(=[O:30])=[O:29])=[O:19])[C:15](C2C=C(C)C=CC=2S([O-])(=O)=O)=[C:14]2[C:9]=1[CH:10]=[CH:11][CH:12]=[N:13]2.C[O-:45].[Na+], predict the reaction product. The product is: [O:1]=[S:2]1(=[O:43])[CH2:7][CH2:6][CH2:5][CH2:4][N:3]1[C:8]1[N:17]=[C:16]([C:18]([NH:20][CH2:21][C:22]2[CH:27]=[CH:26][CH:25]=[CH:24][C:23]=2[S:28]([CH3:31])(=[O:30])=[O:29])=[O:19])[C:15]([OH:45])=[C:14]2[C:9]=1[CH:10]=[CH:11][CH:12]=[N:13]2. (7) The product is: [Br:27][C:28]1[CH:33]=[CH:32][C:31]([N:22]2[CH:26]=[CH:25][N:24]=[CH:23]2)=[CH:30][C:29]=1[O:35][CH3:36]. Given the reactants N1C=CC=CC=1C1NC2C=CC=CC=2N=1.C(=O)([O-])[O-].[Cs+].[Cs+].[NH:22]1[CH:26]=[CH:25][N:24]=[CH:23]1.[Br:27][C:28]1[CH:33]=[CH:32][C:31](I)=[CH:30][C:29]=1[O:35][CH3:36], predict the reaction product. (8) The product is: [Br:7][C:8]1[S:12][C:11]([C:13]([O:15][CH3:1])=[O:14])=[N:10][CH:9]=1. Given the reactants [C:1](Cl)(=O)C(Cl)=O.[Br:7][C:8]1[S:12][C:11]([C:13]([OH:15])=[O:14])=[N:10][CH:9]=1.CN(C=O)C.CO, predict the reaction product. (9) Given the reactants [Br:1][C:2]1[CH:3]=[CH:4][C:5]2[C:11]3[S:12][C:13]([C:15](=[N:24][NH2:25])[NH:16][C:17]4[CH:22]=[CH:21][CH:20]=[CH:19][C:18]=4[Cl:23])=[CH:14][C:10]=3[CH2:9][CH2:8][O:7][C:6]=2[CH:26]=1.[C:27](OCC)(OCC)(OCC)[CH3:28], predict the reaction product. The product is: [Br:1][C:2]1[CH:3]=[CH:4][C:5]2[C:11]3[S:12][C:13]([C:15]4[N:16]([C:17]5[CH:22]=[CH:21][CH:20]=[CH:19][C:18]=5[Cl:23])[C:27]([CH3:28])=[N:25][N:24]=4)=[CH:14][C:10]=3[CH2:9][CH2:8][O:7][C:6]=2[CH:26]=1. (10) Given the reactants C(=O)([O-])[O-].[K+].[K+].I[CH2:8][CH:9]1[CH2:13][CH2:12][CH2:11][CH2:10]1.[O:14]=[S:15]1(=[O:32])[CH2:20][CH2:19][N:18]2[CH:21]=[CH:22][CH:23]=[C:24]([C:25]3[CH:30]=[CH:29][C:28]([OH:31])=[CH:27][CH:26]=3)[C:17]2=[N:16]1.O, predict the reaction product. The product is: [CH:9]1([CH2:8][O:31][C:28]2[CH:27]=[CH:26][C:25]([C:24]3[C:17]4=[N:16][S:15](=[O:32])(=[O:14])[CH2:20][CH2:19][N:18]4[CH:21]=[CH:22][CH:23]=3)=[CH:30][CH:29]=2)[CH2:13][CH2:12][CH2:11][CH2:10]1.